This data is from Full USPTO retrosynthesis dataset with 1.9M reactions from patents (1976-2016). The task is: Predict the reactants needed to synthesize the given product. (1) Given the product [N:18]1([C:24](=[O:43])[CH2:25][C:26]2[CH:31]=[CH:30][C:29](/[CH:32]=[CH:33]/[C:2]3[CH:7]=[C:6]([C:8]4[NH:17][C:11]5[N:12]=[CH:13][NH:14][C:15](=[O:16])[C:10]=5[CH:9]=4)[CH:5]=[CH:4][N:3]=3)=[CH:28][CH:27]=2)[CH2:23][CH2:22][O:21][CH2:20][CH2:19]1, predict the reactants needed to synthesize it. The reactants are: Cl[C:2]1[CH:7]=[C:6]([C:8]2[NH:17][C:11]3[N:12]=[CH:13][NH:14][C:15](=[O:16])[C:10]=3[CH:9]=2)[CH:5]=[CH:4][N:3]=1.[N:18]1([C:24](=[O:43])[CH2:25][C:26]2[CH:31]=[CH:30][C:29](/[CH:32]=[CH:33]/B3OC(C)(C)C(C)(C)O3)=[CH:28][CH:27]=2)[CH2:23][CH2:22][O:21][CH2:20][CH2:19]1. (2) Given the product [CH2:1]([S:3]([N:6]1[CH2:13][CH:12]2[CH:8]([CH2:9][N:10]([C:39]3[N:40]=[C:41]([C:42]4[O:43][C:44]([C:47]5[CH:52]=[CH:51][CH:50]=[CH:49][CH:48]=5)=[N:45][N:46]=4)[C:36]([NH2:28])=[N:37][CH:38]=3)[CH2:11]2)[CH2:7]1)(=[O:5])=[O:4])[CH3:2], predict the reactants needed to synthesize it. The reactants are: [CH2:1]([S:3]([N:6]1[CH2:13][CH:12]2[CH:8]([CH2:9][NH:10][CH2:11]2)[CH2:7]1)(=[O:5])=[O:4])[CH3:2].CCN(CC)CC.C(OC([N:28]([C:36]1[C:41]([C:42]2[O:43][C:44]([C:47]3[CH:52]=[CH:51][CH:50]=[CH:49][CH:48]=3)=[N:45][N:46]=2)=[N:40][C:39](Br)=[CH:38][N:37]=1)C(=O)OC(C)(C)C)=O)(C)(C)C.FC(F)(F)C(O)=O. (3) The reactants are: N1P(Cl)(Cl)=NP(Cl)(Cl)=NP=1(Cl)Cl.CS(C)=O.[Cl:17][C:18]1[CH:23]=[CH:22][C:21]([N:24]2[C:32]([CH:33]([CH:36]3[CH2:41][CH2:40][CH2:39][CH2:38][CH2:37]3)[CH2:34][OH:35])=[C:31]3[C:26]([CH2:27][CH2:28][CH2:29][CH2:30]3)=[N:25]2)=[CH:20][CH:19]=1.C(N(CC)CC)C. Given the product [Cl:17][C:18]1[CH:23]=[CH:22][C:21]([N:24]2[C:32]([CH:33]([CH:36]3[CH2:41][CH2:40][CH2:39][CH2:38][CH2:37]3)[CH:34]=[O:35])=[C:31]3[C:26]([CH2:27][CH2:28][CH2:29][CH2:30]3)=[N:25]2)=[CH:20][CH:19]=1, predict the reactants needed to synthesize it. (4) Given the product [CH3:13][O:14][C:15]1[CH:16]=[C:17]2[C:18](=[CH:19][CH:20]=1)[NH:21][C:4]1[C:5]3[CH:10]=[CH:9][CH:8]=[N:7][C:6]=3[S:1][CH2:2][C:3]2=1, predict the reactants needed to synthesize it. The reactants are: [S:1]1[C:6]2=[N:7][CH:8]=[CH:9][CH:10]=[C:5]2[C:4](=O)[CH2:3][CH2:2]1.Cl.[CH3:13][O:14][C:15]1[CH:20]=[CH:19][C:18]([NH:21]N)=[CH:17][CH:16]=1. (5) Given the product [CH:32]([N:27]1[C:26]([C:20]2[N:19]=[C:18]3[C:17]4[CH:35]=[CH:36][C:14]([CH:11]5[CH2:10][CH2:9][N:8]([C:5]([CH3:7])([CH3:6])[CH2:4][OH:3])[CH2:13][CH2:12]5)=[CH:15][C:16]=4[O:25][CH2:24][CH2:23][N:22]3[CH:21]=2)=[N:30][C:29]([CH3:31])=[N:28]1)([CH3:34])[CH3:33], predict the reactants needed to synthesize it. The reactants are: C([O:3][C:4](=O)[C:5]([N:8]1[CH2:13][CH2:12][CH:11]([C:14]2[CH:36]=[CH:35][C:17]3[C:18]4[N:22]([CH2:23][CH2:24][O:25][C:16]=3[CH:15]=2)[CH:21]=[C:20]([C:26]2[N:27]([CH:32]([CH3:34])[CH3:33])[N:28]=[C:29]([CH3:31])[N:30]=2)[N:19]=4)[CH2:10][CH2:9]1)([CH3:7])[CH3:6])C.[H-].[Al+3].[Li+].[H-].[H-].[H-].